From a dataset of NCI-60 drug combinations with 297,098 pairs across 59 cell lines. Regression. Given two drug SMILES strings and cell line genomic features, predict the synergy score measuring deviation from expected non-interaction effect. (1) Drug 1: C(CC(=O)O)C(=O)CN.Cl. Drug 2: C(CN)CNCCSP(=O)(O)O. Cell line: SK-OV-3. Synergy scores: CSS=16.2, Synergy_ZIP=-2.36, Synergy_Bliss=5.92, Synergy_Loewe=-1.65, Synergy_HSA=1.08. (2) Drug 1: CC1=C(C=C(C=C1)NC2=NC=CC(=N2)N(C)C3=CC4=NN(C(=C4C=C3)C)C)S(=O)(=O)N.Cl. Drug 2: CCC1=C2CN3C(=CC4=C(C3=O)COC(=O)C4(CC)O)C2=NC5=C1C=C(C=C5)O. Cell line: SF-539. Synergy scores: CSS=33.9, Synergy_ZIP=-5.60, Synergy_Bliss=-4.00, Synergy_Loewe=-1.20, Synergy_HSA=-0.533.